Dataset: Reaction yield outcomes from USPTO patents with 853,638 reactions. Task: Predict the reaction yield, written as a fraction of the theoretical maximum amount of product (1.0 means a 100% yield; for example, 0.34 means a 34% yield). (1) The reactants are [NH2:1][C:2]1[CH:3]=[N:4][CH:5]=[CH:6][CH:7]=1.C(N(CC)CC)C.[Cl-].ClC1N(C)CC[NH+]1C.[CH3:24][O:25][C:26]1[C:27](=[O:50])[C:28]([CH3:49])=[C:29]([CH2:35][C:36]2[CH:37]=[CH:38][C:39]([O:45][C:46](=[O:48])[CH3:47])=[C:40]([CH:44]=2)[C:41](O)=[O:42])[C:30](=[O:34])[C:31]=1[O:32][CH3:33]. The catalyst is C(Cl)Cl. The product is [N:4]1[CH:5]=[CH:6][CH:7]=[C:2]([NH:1][C:41](=[O:42])[C:40]2[CH:44]=[C:36]([CH2:35][C:29]3[C:30](=[O:34])[C:31]([O:32][CH3:33])=[C:26]([O:25][CH3:24])[C:27](=[O:50])[C:28]=3[CH3:49])[CH:37]=[CH:38][C:39]=2[O:45][C:46](=[O:48])[CH3:47])[CH:3]=1. The yield is 0.530. (2) The reactants are [NH2:1][C:2]1[CH2:6][S:5][C:4](=[O:7])[N:3]=1.CC(C)([O-])C.[K+].[CH:14]([C:16]1[CH:34]=[CH:33][C:19]([O:20][C:21]2[C:30]3[C:25](=[CH:26][CH:27]=[CH:28][CH:29]=3)[C:24]([C:31]#[N:32])=[CH:23][CH:22]=2)=[C:18]([O:35][CH3:36])[CH:17]=1)=O.[Cl-].[NH4+]. The catalyst is CN(C)C=O. The product is [NH2:1][C:2]1=[N:3][C:4](=[O:7])[S:5]/[C:6]/1=[CH:14]\[C:16]1[CH:34]=[CH:33][C:19]([O:20][C:21]2[C:30]3[C:25](=[CH:26][CH:27]=[CH:28][CH:29]=3)[C:24]([C:31]#[N:32])=[CH:23][CH:22]=2)=[C:18]([O:35][CH3:36])[CH:17]=1. The yield is 0.270. (3) The reactants are [ClH:1].[N:2]1[CH:7]=[CH:6][CH:5]=[C:4]([C@@H:8]2[CH2:10][C@H:9]2[NH:11]C(=O)OC(C)(C)C)[CH:3]=1. The catalyst is O1CCOCC1. The product is [ClH:1].[N:2]1[CH:7]=[CH:6][CH:5]=[C:4]([C@@H:8]2[CH2:10][C@H:9]2[NH2:11])[CH:3]=1. The yield is 0.827. (4) The reactants are [C:1]([C:5]1[CH:10]=[C:9]([C:11]([F:14])([F:13])[F:12])[C:8]([N+:15]([O-])=O)=[CH:7][C:6]=1[O:18][CH3:19])([CH3:4])([CH3:3])[CH3:2].C([O-])=O.[NH4+]. The catalyst is CCO.[Pd]. The product is [C:1]([C:5]1[CH:10]=[C:9]([C:11]([F:14])([F:12])[F:13])[C:8]([NH2:15])=[CH:7][C:6]=1[O:18][CH3:19])([CH3:4])([CH3:2])[CH3:3]. The yield is 0.950. (5) The reactants are [C:1]1([C:7]2[O:11][C:10]([C:12]([OH:14])=O)=[CH:9][CH:8]=2)[CH:6]=[CH:5][CH:4]=[CH:3][CH:2]=1.[NH:15]([C:17]([O:19][C:20]([CH3:23])([CH3:22])[CH3:21])=[O:18])[NH2:16].C([O-])([O-])=O.[K+].[K+].CN(C(ON1N=NC2C=CC=NC1=2)=[N+](C)C)C.F[P-](F)(F)(F)(F)F. The catalyst is C(Cl)Cl. The product is [C:1]1([C:7]2[O:11][C:10]([C:12]([NH:16][NH:15][C:17]([O:19][C:20]([CH3:23])([CH3:22])[CH3:21])=[O:18])=[O:14])=[CH:9][CH:8]=2)[CH:2]=[CH:3][CH:4]=[CH:5][CH:6]=1. The yield is 0.930.